This data is from Reaction yield outcomes from USPTO patents with 853,638 reactions. The task is: Predict the reaction yield, written as a fraction of the theoretical maximum amount of product (1.0 means a 100% yield; for example, 0.34 means a 34% yield). (1) The reactants are [NH:1]1[C:5]2[CH:6]=[CH:7][CH:8]=[CH:9][C:4]=2[N:3]=[C:2]1[C:10]1[CH:11]=[C:12]([CH:14]=[CH:15][C:16]=1[Cl:17])[NH2:13].C([O-])([O-])=O.[Na+].[Na+].[CH3:24][C:25]1[CH:26]=[C:27]([C:34]2[CH:39]=[CH:38][CH:37]=[CH:36][CH:35]=2)[CH:28]=[CH:29][C:30]=1[C:31](Cl)=[O:32].O. The catalyst is C(Cl)Cl. The product is [NH:1]1[C:5]2[CH:6]=[CH:7][CH:8]=[CH:9][C:4]=2[N:3]=[C:2]1[C:10]1[CH:11]=[C:12]([NH:13][C:31]([C:30]2[CH:29]=[CH:28][C:27]([C:34]3[CH:35]=[CH:36][CH:37]=[CH:38][CH:39]=3)=[CH:26][C:25]=2[CH3:24])=[O:32])[CH:14]=[CH:15][C:16]=1[Cl:17]. The yield is 0.155. (2) The reactants are [O:1]1[CH2:6][CH2:5][CH:4](OS(C2C=CC(C)=CC=2)(=O)=O)[CH2:3][CH2:2]1.[C:18]([O-:21])(=[S:20])[CH3:19].[K+]. The catalyst is CN(C=O)C.[Na+].[I-]. The product is [O:1]1[CH2:2][CH2:3][CH:4]([S:20][C:18](=[O:21])[CH3:19])[CH2:5][CH2:6]1. The yield is 0.810. (3) The reactants are Cl.[Cl:2][C:3]1[C:4]([F:29])=[C:5]([CH:26]=[CH:27][CH:28]=1)[NH:6][C:7]1[C:16]2[C:11](=[CH:12][C:13]([O:24][CH3:25])=[C:14]([O:17][CH2:18][C@@H:19]3[CH2:23][CH2:22][CH2:21][NH:20]3)[CH:15]=2)[N:10]=[CH:9][N:8]=1.C([O:33][CH2:34][C:35](Cl)=[O:36])(=O)C. The catalyst is C(Cl)Cl.C(N(C(C)C)CC)(C)C. The product is [Cl:2][C:3]1[C:4]([F:29])=[C:5]([CH:26]=[CH:27][CH:28]=1)[NH:6][C:7]1[C:16]2[C:11](=[CH:12][C:13]([O:24][CH3:25])=[C:14]([O:17][CH2:18][C@@H:19]3[CH2:23][CH2:22][CH2:21][N:20]3[C:34](=[O:33])[CH2:35][OH:36])[CH:15]=2)[N:10]=[CH:9][N:8]=1. The yield is 0.380. (4) The reactants are [OH:1][CH2:2][CH:3]([C:13]1[C:18]([CH3:19])=CC(C)=C(C)C=1O)[C:4]1[CH:9]=[CH:8][C:7]([CH:10]([CH3:12])[CH3:11])=[CH:6][CH:5]=1.[C:23]1(P(C2C=CC=CC=2)C2C=CC=CC=2)C=CC=CC=1.N(C(OCC)=O)=NC(OCC)=O.[C:54]1([CH3:60])[CH:59]=CC=[CH:56][CH:55]=1. The catalyst is C1COCC1. The product is [CH:10]([C:7]1[CH:8]=[CH:9][C:4]([CH:3]2[C:13]3[C:18]([CH3:19])=[CH:56][C:55]([CH3:23])=[C:54]([CH3:60])[C:59]=3[O:1][CH2:2]2)=[CH:5][CH:6]=1)([CH3:11])[CH3:12]. The yield is 0.840. (5) The reactants are C(N(CC)CC)C.[NH:8]1[CH2:12][CH2:11][CH:10]([OH:13])[CH2:9]1.[N+:14]([C:17]1[CH:18]=[C:19]([CH:23]=[CH:24][CH:25]=1)[C:20](Cl)=[O:21])([O-:16])=[O:15]. The catalyst is ClCCl. The product is [OH:13][CH:10]1[CH2:11][CH2:12][N:8]([C:20]([C:19]2[CH:23]=[CH:24][CH:25]=[C:17]([N+:14]([O-:16])=[O:15])[CH:18]=2)=[O:21])[CH2:9]1. The yield is 0.800. (6) The reactants are [CH3:1][CH:2]1[CH2:7][CH2:6][CH2:5][CH:4]([CH3:8])[N:3]1[CH2:9][CH2:10][NH2:11].Cl[C:13]1[N:14]=[N+:15]([O-:24])[C:16]2[CH:22]=[CH:21][C:20]([CH3:23])=[CH:19][C:17]=2[N:18]=1. The catalyst is COCCOC. The product is [CH3:1][CH:2]1[CH2:7][CH2:6][CH2:5][CH:4]([CH3:8])[N:3]1[CH2:9][CH2:10][NH:11][C:13]1[N:14]=[N+:15]([O-:24])[C:16]2[CH:22]=[CH:21][C:20]([CH3:23])=[CH:19][C:17]=2[N:18]=1. The yield is 0.930. (7) The reactants are [Br:1]N1C(=O)CCC1=O.C(#N)C.[CH3:12][C:13]1([CH3:25])[CH2:17][C:16]2[C:18]([CH3:24])=[CH:19][C:20]([CH3:23])=[C:21]([CH3:22])[C:15]=2[O:14]1. The catalyst is O. The product is [Br:1][C:19]1[C:20]([CH3:23])=[C:21]([CH3:22])[C:15]2[O:14][C:13]([CH3:25])([CH3:12])[CH2:17][C:16]=2[C:18]=1[CH3:24]. The yield is 0.860.